This data is from Peptide-MHC class II binding affinity with 134,281 pairs from IEDB. The task is: Regression. Given a peptide amino acid sequence and an MHC pseudo amino acid sequence, predict their binding affinity value. This is MHC class II binding data. (1) The peptide sequence is IPSIIHEALNIALIA. The MHC is H-2-IAb with pseudo-sequence H-2-IAb. The binding affinity (normalized) is 0.242. (2) The peptide sequence is ENEYATGAVRPFQAA. The binding affinity (normalized) is 0.224. The MHC is DRB1_0101 with pseudo-sequence DRB1_0101. (3) The peptide sequence is EKKYFAATQFEPLEA. The MHC is HLA-DPA10201-DPB10101 with pseudo-sequence HLA-DPA10201-DPB10101. The binding affinity (normalized) is 1.00. (4) The peptide sequence is AAVVRFQEAANKQKQ. The MHC is DRB1_0101 with pseudo-sequence DRB1_0101. The binding affinity (normalized) is 0.402. (5) The peptide sequence is STHNDEIMRMCHEGI. The MHC is DRB1_0101 with pseudo-sequence DRB1_0101. The binding affinity (normalized) is 0.